From a dataset of Forward reaction prediction with 1.9M reactions from USPTO patents (1976-2016). Predict the product of the given reaction. (1) Given the reactants C1(O[C:8](=[O:17])[NH:9][C:10]2[CH:15]=[N:14][C:13]([CH3:16])=[CH:12][N:11]=2)C=CC=CC=1.[Cl:18][C:19]1[CH:20]=[CH:21][C:22]([O:26][CH2:27][CH2:28][CH2:29][N:30]([CH3:32])[CH3:31])=[C:23]([NH2:25])[CH:24]=1, predict the reaction product. The product is: [Cl:18][C:19]1[CH:20]=[CH:21][C:22]([O:26][CH2:27][CH2:28][CH2:29][N:30]([CH3:31])[CH3:32])=[C:23]([NH:25][C:8]([NH:9][C:10]2[CH:15]=[N:14][C:13]([CH3:16])=[CH:12][N:11]=2)=[O:17])[CH:24]=1. (2) Given the reactants C[O:2][C:3](=O)[C:4]([C:6]1[C:16]2=[C:17]3[C:12](=[CH:13][CH:14]=[CH:15]2)[CH2:11][CH2:10][CH2:9][N:8]3[CH:7]=1)=[O:5].[OH-].[NH4+:20], predict the reaction product. The product is: [C:6]1([C:4](=[O:5])[C:3]([NH2:20])=[O:2])[C:16]2=[C:17]3[C:12](=[CH:13][CH:14]=[CH:15]2)[CH2:11][CH2:10][CH2:9][N:8]3[CH:7]=1.[C:6]1([CH2:4][C:3]([NH2:20])=[O:2])[C:16]2=[C:17]3[C:12](=[CH:13][CH:14]=[CH:15]2)[CH2:11][CH2:10][CH2:9][N:8]3[CH:7]=1. (3) Given the reactants C(O[CH:4]=[C:5]([C:8]#[N:9])[C:6]#[N:7])C.[Cl:10][C:11]1[CH:17]=[CH:16][C:14]([NH2:15])=[CH:13][CH:12]=1, predict the reaction product. The product is: [Cl:10][C:11]1[CH:17]=[CH:16][C:14]([NH:15][CH:4]=[C:5]([C:8]#[N:9])[C:6]#[N:7])=[CH:13][CH:12]=1.